From a dataset of Catalyst prediction with 721,799 reactions and 888 catalyst types from USPTO. Predict which catalyst facilitates the given reaction. (1) Reactant: [Cl:1][C:2]1[CH:10]=[CH:9][CH:8]=[C:7]2[C:3]=1[CH2:4][N:5]([C:11]([O:13][C@H:14]1[CH2:18][N:17]([C:19]([O:21][C:22]([CH3:25])([CH3:24])[CH3:23])=[O:20])[C@H:16]([C:26]([O:28]C)=[O:27])[CH2:15]1)=[O:12])[CH2:6]2.O[Li].O. Product: [C:22]([O:21][C:19]([N:17]1[CH2:18][C@H:14]([O:13][C:11]([N:5]2[CH2:4][C:3]3[C:7](=[CH:8][CH:9]=[CH:10][C:2]=3[Cl:1])[CH2:6]2)=[O:12])[CH2:15][C@H:16]1[C:26]([OH:28])=[O:27])=[O:20])([CH3:25])([CH3:23])[CH3:24]. The catalyst class is: 87. (2) Reactant: [NH2:1][C@@H:2]([CH2:33][C:34]1[CH:39]=[CH:38][CH:37]=[CH:36][CH:35]=1)[C@@H:3]([OH:32])[CH2:4][C@H:5]([NH:19][C:20]([C@@H:22]([NH:27][C:28](=[O:31])[O:29][CH3:30])[C:23]([CH3:26])([CH3:25])[CH3:24])=[O:21])[CH2:6][C:7]1[CH:12]=[CH:11][C:10]([C:13]2[CH:18]=[CH:17][CH:16]=[CH:15][N:14]=2)=[CH:9][CH:8]=1.[CH3:40][C@@H:41]([CH2:52][CH3:53])[C@H:42]([N:46]1[CH2:50][CH2:49][NH:48][C:47]1=[O:51])[C:43](O)=[O:44].CCOP(ON1N=NC2C=CC=CC=2C1=O)(OCC)=O.C(N(CC)C(C)C)(C)C. Product: [OH:32][C@H:3]([C@@H:2]([NH:1][C:43](=[O:44])[C@@H:42]([N:46]1[CH2:50][CH2:49][NH:48][C:47]1=[O:51])[C@@H:41]([CH3:40])[CH2:52][CH3:53])[CH2:33][C:34]1[CH:35]=[CH:36][CH:37]=[CH:38][CH:39]=1)[CH2:4][C@H:5]([NH:19][C:20]([C@@H:22]([NH:27][C:28](=[O:31])[O:29][CH3:30])[C:23]([CH3:26])([CH3:25])[CH3:24])=[O:21])[CH2:6][C:7]1[CH:12]=[CH:11][C:10]([C:13]2[CH:18]=[CH:17][CH:16]=[CH:15][N:14]=2)=[CH:9][CH:8]=1. The catalyst class is: 7. (3) Reactant: [CH3:1][C:2]([CH3:17])([CH2:10][C:11]1[CH:16]=[CH:15][CH:14]=[CH:13][CH:12]=1)/[CH:3]=[CH:4]/[C:5]([O:7][CH2:8][CH3:9])=[O:6]. Product: [CH3:17][C:2]([CH3:1])([CH2:10][C:11]1[CH:16]=[CH:15][CH:14]=[CH:13][CH:12]=1)[CH2:3][CH2:4][C:5]([O:7][CH2:8][CH3:9])=[O:6]. The catalyst class is: 29. (4) Reactant: C(O[C:6](=[O:27])[C:7]([S:10][C:11]1[S:12][CH:13]=[C:14]([CH2:16][CH2:17][NH:18][C:19]2[N:24]=[CH:23][C:22]([CH2:25][CH3:26])=[CH:21][N:20]=2)[N:15]=1)([CH3:9])[CH3:8])(C)(C)C.[CH3:28][O:29][C:30](=[O:39])[C:31]1[CH:36]=[CH:35][C:34]([CH2:37]Br)=[CH:33][CH:32]=1.[CH3:40][C:41]([CH3:44])([O-])[CH3:42].[K+].O. Product: [CH3:28][O:29][C:30](=[O:39])[C:31]1[CH:36]=[CH:35][C:34]([CH2:37][N:18]([CH2:17][CH2:16][C:14]2[N:15]=[C:11]([S:10][C:7]([CH3:8])([CH3:9])[C:6]([C:41]([CH3:44])([CH3:42])[CH3:40])=[O:27])[S:12][CH:13]=2)[C:19]2[N:20]=[CH:21][C:22]([CH2:25][CH3:26])=[CH:23][N:24]=2)=[CH:33][CH:32]=1. The catalyst class is: 9. (5) Reactant: C(N(CC)C(C1C=CC2N(C3CC4N(C)C(CC4)C3)C3C(OC=2C=1)=CC=CC=3)=O)C.[C:31]([OH:37])([C:33]([F:36])([F:35])[F:34])=[O:32].[CH2:38]([N:40]([CH2:75][CH3:76])[C:41]([C:43]1[CH:44]=[CH:45][C:46]2[N:47]([CH:59]3[CH2:65][CH:64]4[N:66]([CH2:67]CC5C=CC=CC=5)[CH:61]([CH2:62][CH2:63]4)[CH2:60]3)[C:48]3[C:53]([O:54][C:55]=2[CH:56]=1)=[C:52]([O:57][CH3:58])[CH:51]=[CH:50][CH:49]=3)=[O:42])[CH3:39].C(#N)C. Product: [CH2:75]([N:40]([CH2:38][CH3:39])[C:41]([C:43]1[CH:44]=[CH:45][C:46]2[N:47]([CH:59]3[CH2:60][CH:61]4[N:66]([CH3:67])[CH:64]([CH2:63][CH2:62]4)[CH2:65]3)[C:48]3[C:53]([O:54][C:55]=2[CH:56]=1)=[C:52]([O:57][CH3:58])[CH:51]=[CH:50][CH:49]=3)=[O:42])[CH3:76].[C:31]([OH:37])([C:33]([F:36])([F:35])[F:34])=[O:32]. The catalyst class is: 6. (6) Reactant: [OH-].[Na+].CO.C([O:7][C:8]([C:10]1[C:14]([C:15]2([C:21]3[CH:26]=[CH:25][CH:24]=[C:23]([Cl:27])[CH:22]=3)[S:20][CH2:19][CH2:18][CH2:17][S:16]2)=[CH:13][S:12][C:11]=1[N:28]1[C:36](=[O:37])[C:35]2[C:30](=[CH:31][CH:32]=[CH:33][CH:34]=2)[C:29]1=[O:38])=[O:9])C.Cl. Product: [Cl:27][C:23]1[CH:22]=[C:21]([C:15]2([C:14]3[C:10]([C:8]([OH:9])=[O:7])=[C:11]([N:28]4[C:36](=[O:37])[C:35]5[C:30](=[CH:31][CH:32]=[CH:33][CH:34]=5)[C:29]4=[O:38])[S:12][CH:13]=3)[S:20][CH2:19][CH2:18][CH2:17][S:16]2)[CH:26]=[CH:25][CH:24]=1. The catalyst class is: 6. (7) Reactant: [CH2:1]([N:3]1[C:7]2[N:8]=[C:9]([S:25][CH2:26][CH2:27][CH2:28][C:29]([O:31]C(C)(C)C)=[O:30])[N:10]([C:13]3[CH:18]=[CH:17][C:16]([O:19][CH2:20][C:21]([F:24])([F:23])[F:22])=[CH:15][CH:14]=3)[C:11](=[O:12])[C:6]=2[CH:5]=[CH:4]1)[CH3:2].C(#N)C.Cl. Product: [CH2:1]([N:3]1[C:7]2[N:8]=[C:9]([S:25][CH2:26][CH2:27][CH2:28][C:29]([OH:31])=[O:30])[N:10]([C:13]3[CH:18]=[CH:17][C:16]([O:19][CH2:20][C:21]([F:24])([F:22])[F:23])=[CH:15][CH:14]=3)[C:11](=[O:12])[C:6]=2[CH:5]=[CH:4]1)[CH3:2]. The catalyst class is: 170.